Dataset: Peptide-MHC class I binding affinity with 185,985 pairs from IEDB/IMGT. Task: Regression. Given a peptide amino acid sequence and an MHC pseudo amino acid sequence, predict their binding affinity value. This is MHC class I binding data. The peptide sequence is FMFDYIPPV. The MHC is HLA-B15:42 with pseudo-sequence HLA-B15:42. The binding affinity (normalized) is 0.237.